Dataset: Forward reaction prediction with 1.9M reactions from USPTO patents (1976-2016). Task: Predict the product of the given reaction. (1) Given the reactants [F:1][C:2]1[CH:10]=[CH:9][CH:8]=[CH:7][C:3]=1[C:4](Cl)=[O:5].[NH2:11][C:12]1[CH:21]=[CH:20][C:15]([C:16]([O:18][CH3:19])=[O:17])=[C:14]([F:22])[CH:13]=1.C(N(CC)CC)C, predict the reaction product. The product is: [F:22][C:14]1[CH:13]=[C:12]([NH:11][C:4]([C:3]2[CH:7]=[CH:8][CH:9]=[CH:10][C:2]=2[F:1])=[O:5])[CH:21]=[CH:20][C:15]=1[C:16]([O:18][CH3:19])=[O:17]. (2) The product is: [C:7]([C:6]1[C:2]([NH:1][C:27]2[CH:32]=[CH:31][N:30]=[C:29]([F:33])[CH:28]=2)=[N:3][N:4]([C:10]2([CH2:23][C:24]#[N:25])[CH2:15][CH2:14][N:13]([C:16]([O:18][C:19]([CH3:20])([CH3:21])[CH3:22])=[O:17])[CH2:12][CH2:11]2)[CH:5]=1)(=[O:9])[NH2:8]. Given the reactants [NH2:1][C:2]1[C:6]([C:7](=[O:9])[NH2:8])=[CH:5][N:4]([C:10]2([CH2:23][C:24]#[N:25])[CH2:15][CH2:14][N:13]([C:16]([O:18][C:19]([CH3:22])([CH3:21])[CH3:20])=[O:17])[CH2:12][CH2:11]2)[N:3]=1.Br[C:27]1[CH:32]=[CH:31][N:30]=[C:29]([F:33])[CH:28]=1.[O-]P([O-])([O-])=O.[K+].[K+].[K+].CC(C1C=C(C(C)C)C(C2C=CC=CC=2P(C2CCCCC2)C2CCCCC2)=C(C(C)C)C=1)C, predict the reaction product. (3) Given the reactants C(NC(C)C)(C)C.[Li]CCCC.[Cl:13][C:14]1[CH:19]=[CH:18][C:17]([N:20]([CH2:34][C:35]2[CH:40]=[CH:39][C:38]([O:41][CH3:42])=[CH:37][CH:36]=2)[C:21]2[CH:33]=[CH:32][CH:31]=[CH:30][C:22]=2[C:23](N(CC)CC)=O)=[C:16]([CH3:43])[CH:15]=1.C1C[O:47]CC1, predict the reaction product. The product is: [Cl:13][C:14]1[CH:19]=[CH:18][C:17]2[N:20]([CH2:34][C:35]3[CH:40]=[CH:39][C:38]([O:41][CH3:42])=[CH:37][CH:36]=3)[C:21]3[CH:33]=[CH:32][CH:31]=[CH:30][C:22]=3[CH2:23][C:43](=[O:47])[C:16]=2[CH:15]=1. (4) Given the reactants [O:1]1[CH2:6][CH2:5][N:4]([C:7]2[CH:12]=[CH:11][C:10]([N+:13]([O-])=O)=[CH:9][C:8]=2[OH:16])[CH2:3][CH2:2]1, predict the reaction product. The product is: [NH2:13][C:10]1[CH:11]=[CH:12][C:7]([N:4]2[CH2:3][CH2:2][O:1][CH2:6][CH2:5]2)=[C:8]([OH:16])[CH:9]=1.